This data is from Catalyst prediction with 721,799 reactions and 888 catalyst types from USPTO. The task is: Predict which catalyst facilitates the given reaction. (1) Reactant: [Cl:1][C:2]1[N:3]=[C:4]([C:7]2([CH2:10][NH2:11])[CH2:9][CH2:8]2)[S:5][CH:6]=1.CCN(CC)CC.C1C=CC2N(O)N=NC=2C=1.O.CCN=C=NCCCN(C)C.Cl.[F:42][C:43]([F:54])([F:53])[C:44]1[C:49]([C:50](O)=[O:51])=[CH:48][CH:47]=[CH:46][N:45]=1. Product: [Cl:1][C:2]1[N:3]=[C:4]([C:7]2([CH2:10][NH:11][C:50]([C:49]3[C:44]([C:43]([F:54])([F:42])[F:53])=[N:45][CH:46]=[CH:47][CH:48]=3)=[O:51])[CH2:8][CH2:9]2)[S:5][CH:6]=1. The catalyst class is: 46. (2) Reactant: [CH:1]1[C:6](/[CH:7]=[CH:8]/[C:9]([OH:11])=[O:10])=[CH:5][CH:4]=[C:3]([OH:12])[CH:2]=1.[C:13](OC(=O)C)(=[O:15])[CH3:14].Cl. Product: [C:13]([O:12][C:3]1[CH:4]=[CH:5][C:6](/[CH:7]=[CH:8]/[C:9]([OH:11])=[O:10])=[CH:1][CH:2]=1)(=[O:15])[CH3:14]. The catalyst class is: 17. (3) Reactant: [Al].[CH3:2][CH:3]([CH2:20][CH2:21][CH2:22][CH:23]([CH3:25])[CH3:24])[CH2:4][CH2:5][O:6][C:7]1[CH:19]=[CH:18][C:17]2[C:16]3[C:11](=[CH:12][CH:13]=[CH:14][CH:15]=3)[NH:10][C:9]=2[CH:8]=1.[Br:26]N1C(=O)CCC1=O. Product: [Br:26][C:19]1[C:7]([O:6][CH2:5][CH2:4][CH:3]([CH3:2])[CH2:20][CH2:21][CH2:22][CH:23]([CH3:25])[CH3:24])=[CH:8][C:9]2[NH:10][C:11]3[C:16]([C:17]=2[CH:18]=1)=[CH:15][CH:14]=[CH:13][CH:12]=3. The catalyst class is: 7. (4) Reactant: [N-:1]=[N+:2]=[N-:3].[Na+].Br[CH:6]([C:8]1[N:13]([CH2:14][C:15]2[CH:20]=[CH:19][CH:18]=[C:17]([Cl:21])[C:16]=2[CH3:22])[C:12]2[N:23]=[C:24]([N:26]3[CH2:31][CH2:30][O:29][CH2:28][CH2:27]3)[S:25][C:11]=2[C:10](=[O:32])[N:9]=1)[CH3:7]. Product: [N:1]([CH:6]([C:8]1[N:13]([CH2:14][C:15]2[CH:20]=[CH:19][CH:18]=[C:17]([Cl:21])[C:16]=2[CH3:22])[C:12]2[N:23]=[C:24]([N:26]3[CH2:27][CH2:28][O:29][CH2:30][CH2:31]3)[S:25][C:11]=2[C:10](=[O:32])[N:9]=1)[CH3:7])=[N+:2]=[N-:3]. The catalyst class is: 35.